Dataset: Retrosynthesis with 50K atom-mapped reactions and 10 reaction types from USPTO. Task: Predict the reactants needed to synthesize the given product. (1) Given the product COc1ccc(Cn2ncc(C(=O)N(C)OC)c2NCc2ccccc2)cc1, predict the reactants needed to synthesize it. The reactants are: COc1ccc(Cn2ncc(C(=O)N(C)OC)c2Br)cc1.NCc1ccccc1. (2) Given the product COC(CC(=O)O)c1ccc(NC(=O)C(C)Oc2ccc(C(C)C)cc2Br)cc1, predict the reactants needed to synthesize it. The reactants are: CCOC(=O)CC(OC)c1ccc(NC(=O)C(C)Oc2ccc(C(C)C)cc2Br)cc1. (3) The reactants are: CNCCc1ccc(F)cc1.O=S(=O)(Cl)c1cc(Cl)sc1Cl. Given the product CN(CCc1ccc(F)cc1)S(=O)(=O)c1cc(Cl)sc1Cl, predict the reactants needed to synthesize it. (4) Given the product CCCCCCOC(=O)C(Cc1cc(=O)[nH]c2ccccc12)NC(=O)c1ccc(Cl)cc1, predict the reactants needed to synthesize it. The reactants are: CCCCCCBr.O=C(NC(Cc1cc(=O)[nH]c2ccccc12)C(=O)O)c1ccc(Cl)cc1. (5) Given the product CCOC(=O)CN1C(=O)N(c2ccc(C)cc2)C2(CCCCC2)C1=O, predict the reactants needed to synthesize it. The reactants are: CCOC(=O)CBr.Cc1ccc(N2C(=O)NC(=O)C23CCCCC3)cc1.